Dataset: Forward reaction prediction with 1.9M reactions from USPTO patents (1976-2016). Task: Predict the product of the given reaction. (1) Given the reactants [NH2:1][C:2]1[C:7]([C:8]#[N:9])=[C:6]([C:10]2[O:11][CH:12]=[CH:13][CH:14]=2)[C:5]([C:15]#[N:16])=[C:4](S(C)=O)[N:3]=1.[CH:20]1([OH:26])[CH2:25][CH2:24][CH2:23][CH2:22][CH2:21]1.C1CCN2C(=NCCC2)CC1, predict the reaction product. The product is: [NH2:1][C:2]1[C:7]([C:8]#[N:9])=[C:6]([C:10]2[O:11][CH:12]=[CH:13][CH:14]=2)[C:5]([C:15]#[N:16])=[C:4]([O:26][CH:20]2[CH2:25][CH2:24][CH2:23][CH2:22][CH2:21]2)[N:3]=1. (2) Given the reactants Br[C:2]1[CH:3]=[CH:4][C:5]([C:8]2[CH2:12][CH:11]([CH2:13][NH:14][CH2:15][CH2:16][C:17]3[CH:22]=[CH:21][N:20]=[CH:19][CH:18]=3)[O:10][N:9]=2)=[N:6][CH:7]=1.[F:23][C:24]1[CH:25]=[C:26]([N:44]2[CH2:48][C@H:47]([CH2:49][N:50]3[CH:54]=[CH:53][N:52]=[N:51]3)[O:46][C:45]2=[O:55])[CH:27]=[CH:28][C:29]=1C1C=[N+]([O-])C(C2CC(CO)ON=2)=CC=1.C(=O)([O-])[O-].[K+].[K+], predict the reaction product. The product is: [F:23][C:24]1[CH:25]=[C:26]([N:44]2[CH2:48][C@H:47]([CH2:49][N:50]3[CH:54]=[CH:53][N:52]=[N:51]3)[O:46][C:45]2=[O:55])[CH:27]=[CH:28][C:29]=1[C:2]1[CH:7]=[N:6][C:5]([C:8]2[CH2:12][CH:11]([CH2:13][NH:14][CH2:15][CH2:16][C:17]3[CH:22]=[CH:21][N:20]=[CH:19][CH:18]=3)[O:10][N:9]=2)=[CH:4][CH:3]=1. (3) Given the reactants [C:1]([O:5][C:6]([N:8]1[CH2:13][CH2:12][CH:11]([CH:14]2[O:23][C:17]3=[CH:18][N:19]=[C:20](Cl)[CH:21]=[C:16]3[CH2:15]2)[CH2:10][CH2:9]1)=[O:7])([CH3:4])([CH3:3])[CH3:2].[N:24]1[CH:29]=[C:28](B(O)O)[CH:27]=[N:26][CH:25]=1, predict the reaction product. The product is: [C:1]([O:5][C:6]([N:8]1[CH2:13][CH2:12][CH:11]([CH:14]2[O:23][C:17]3=[CH:18][N:19]=[C:20]([C:28]4[CH:29]=[N:24][CH:25]=[N:26][CH:27]=4)[CH:21]=[C:16]3[CH2:15]2)[CH2:10][CH2:9]1)=[O:7])([CH3:4])([CH3:3])[CH3:2]. (4) Given the reactants [CH:1]1([C:4]2[N:5]=[C:6]([CH3:26])[NH:7][C:8](=[O:25])[C:9]=2[CH2:10][C:11]2[CH:16]=[CH:15][C:14]([C:17]3[C:18]([C:23]#[N:24])=[CH:19][CH:20]=[CH:21][CH:22]=3)=[CH:13][CH:12]=2)[CH2:3][CH2:2]1.[C:27]1(B(O)O)[CH:32]=[CH:31][CH:30]=[CH:29][CH:28]=1.C(N(CC)CC)C.N1C=CC=CC=1, predict the reaction product. The product is: [CH:1]1([C:4]2[N:5]=[C:6]([CH3:26])[N:7]([C:27]3[CH:32]=[CH:31][CH:30]=[CH:29][CH:28]=3)[C:8](=[O:25])[C:9]=2[CH2:10][C:11]2[CH:16]=[CH:15][C:14]([C:17]3[C:18]([C:23]#[N:24])=[CH:19][CH:20]=[CH:21][CH:22]=3)=[CH:13][CH:12]=2)[CH2:2][CH2:3]1. (5) Given the reactants [CH3:1][C:2]1[N:7]=[CH:6][C:5]([CH2:8][C:9]#[N:10])=[CH:4][N:3]=1.Br[CH2:12][CH2:13][O:14][CH2:15][CH2:16]Br.CC([O-])(C)C.[K+], predict the reaction product. The product is: [CH3:1][C:2]1[N:7]=[CH:6][C:5]([C:8]2([C:9]#[N:10])[CH2:16][CH2:15][O:14][CH2:13][CH2:12]2)=[CH:4][N:3]=1. (6) Given the reactants [NH2:1][C@@H:2]([CH2:23][CH:24]([CH3:26])[CH3:25])[CH2:3][O:4][C:5]1[C:6]([I:22])=[CH:7][C:8]2[C:17]3[C:12](=[C:13]([CH3:18])[N:14]=[CH:15][CH:16]=3)[C:11](=[O:19])[N:10]([CH3:20])[C:9]=2[CH:21]=1.C(N(C(C)C)C(C)C)C.[C:36]1(=O)[C:44]2[C:39](=[CH:40][CH:41]=[CH:42][CH:43]=2)[C:38](=[O:45])[O:37]1, predict the reaction product. The product is: [I:22][C:6]1[C:5]([O:4][CH2:3][C@@H:2]([N:1]2[C:36](=[O:37])[C:44]3[C:39](=[CH:40][CH:41]=[CH:42][CH:43]=3)[C:38]2=[O:45])[CH2:23][CH:24]([CH3:26])[CH3:25])=[CH:21][C:9]2[N:10]([CH3:20])[C:11](=[O:19])[C:12]3[C:17]([C:8]=2[CH:7]=1)=[CH:16][CH:15]=[N:14][C:13]=3[CH3:18].